The task is: Predict the reactants needed to synthesize the given product.. This data is from Full USPTO retrosynthesis dataset with 1.9M reactions from patents (1976-2016). (1) Given the product [C:19]([O:23][C:24](=[O:30])[NH:25][CH2:26][CH2:27][CH2:28][NH:29][C:13]1[C:12]2[C:7](=[CH:8][CH:9]=[CH:10][CH:11]=2)[N:6]=[CH:5][C:4]=1[N+:1]([O-:3])=[O:2])([CH3:22])([CH3:20])[CH3:21], predict the reactants needed to synthesize it. The reactants are: [N+:1]([C:4]1[CH:5]=[N:6][C:7]2[C:12]([C:13]=1O)=[CH:11][CH:10]=[CH:9][CH:8]=2)([O-:3])=[O:2].S(Cl)(Cl)=O.[C:19]([O:23][C:24](=[O:30])[NH:25][CH2:26][CH2:27][CH2:28][NH2:29])([CH3:22])([CH3:21])[CH3:20].C(=O)(O)[O-].[Na+]. (2) Given the product [CH2:23]([N:10]1[C:11]2[C@:12]3([CH3:22])[C:19]([CH3:21])([CH3:20])[C@@H:15]([CH2:14][CH2:13]3)[C:16]=2[C:17](=[O:18])[N:9]1[C:3]1[CH:4]=[CH:5][C:6]([F:8])=[CH:7][C:2]=1[F:1])[C:24]1[CH:29]=[CH:28][CH:27]=[CH:26][CH:25]=1, predict the reactants needed to synthesize it. The reactants are: [F:1][C:2]1[CH:7]=[C:6]([F:8])[CH:5]=[CH:4][C:3]=1[N:9]1[C:17](=[O:18])[C:16]2[C@H:15]3[C:19]([CH3:21])([CH3:20])[C@:12]([CH3:22])([CH2:13][CH2:14]3)[C:11]=2[NH:10]1.[CH2:23](Br)[C:24]1[CH:29]=[CH:28][CH:27]=[CH:26][CH:25]=1.